From a dataset of Forward reaction prediction with 1.9M reactions from USPTO patents (1976-2016). Predict the product of the given reaction. (1) Given the reactants C1(=O)[N:5]([CH2:6][CH2:7][CH2:8][CH2:9][O:10][C:11]2[CH:12]=[C:13]([CH:18]=[CH:19][CH:20]=2)[C:14]([O:16][CH3:17])=[O:15])C(=O)C2=CC=CC=C12.O.NN, predict the reaction product. The product is: [NH2:5][CH2:6][CH2:7][CH2:8][CH2:9][O:10][C:11]1[CH:12]=[C:13]([CH:18]=[CH:19][CH:20]=1)[C:14]([O:16][CH3:17])=[O:15]. (2) Given the reactants [NH2:1][C:2]1[N:7]=[C:6]([NH2:8])[C:5](I)=[C:4]([CH3:10])[N:3]=1.[CH3:11][O:12][C:13]1[CH:18]=[C:17]([CH:19]([O:22][CH3:23])[C:20]#[CH:21])[CH:16]=[C:15]([O:24][CH3:25])[C:14]=1[O:26][CH3:27], predict the reaction product. The product is: [NH2:1][C:2]1[N:7]=[C:6]([NH2:8])[C:5]([C:21]#[C:20][CH:19]([O:22][CH3:23])[C:17]2[CH:16]=[C:15]([O:24][CH3:25])[C:14]([O:26][CH3:27])=[C:13]([O:12][CH3:11])[CH:18]=2)=[C:4]([CH3:10])[N:3]=1. (3) The product is: [CH2:24]([O:15][C:6]1[CH:5]=[CH:4][CH:3]=[C:2]([Cl:1])[C:7]=1[C:8]1[CH:13]=[CH:12][CH:11]=[CH:10][C:9]=1[CH3:14])[CH:23]=[CH2:22]. Given the reactants [Cl:1][C:2]1[CH:3]=[CH:4][CH:5]=[C:6]([OH:15])[C:7]=1[C:8]1[CH:13]=[CH:12][CH:11]=[CH:10][C:9]=1[CH3:14].C(=O)([O-])[O-].[K+].[K+].[CH2:22](Br)[CH:23]=[CH2:24], predict the reaction product. (4) The product is: [S:15]1[C:19]2[CH:20]=[CH:21][C:22]([NH:24][C:9]([NH:8][CH2:7][C:6]3[CH:11]=[CH:12][C:3]([C:2]([F:13])([F:14])[F:1])=[CH:4][CH:5]=3)=[O:10])=[CH:23][C:18]=2[CH:17]=[N:16]1. Given the reactants [F:1][C:2]([F:14])([F:13])[C:3]1[CH:12]=[CH:11][C:6]([CH2:7][N:8]=[C:9]=[O:10])=[CH:5][CH:4]=1.[S:15]1[C:19]2[CH:20]=[CH:21][C:22]([NH2:24])=[CH:23][C:18]=2[CH:17]=[N:16]1, predict the reaction product. (5) Given the reactants [H-].[H-].[H-].[H-].[Li+].[Al+3].CC(OC)(C)C.[CH3:13][O:14][C:15]1[C:20]([C:21]#[N:22])=[C:19]([CH3:23])[CH:18]=[C:17]([CH3:24])[N:16]=1, predict the reaction product. The product is: [CH3:13][O:14][C:15]1[C:20]([CH2:21][NH2:22])=[C:19]([CH3:23])[CH:18]=[C:17]([CH3:24])[N:16]=1. (6) Given the reactants [CH2:1]([C:3]1[NH:4][C:5]2[CH:11]=[CH:10][CH:9]=[CH:8][C:6]=2[N:7]=1)[CH3:2].Cl[C:13]1[N:21]=[C:20]2[C:16]([N:17]=[C:18]([CH2:23][N:24]3[CH2:29][CH2:28][N:27]([CH:30]4[CH2:33][CH2:32][CH2:31]4)[CH2:26][CH2:25]3)[N:19]2[CH3:22])=[C:15]([N:34]2[CH2:39][CH2:38][O:37][CH2:36][CH2:35]2)[N:14]=1, predict the reaction product. The product is: [CH:30]1([N:27]2[CH2:26][CH2:25][N:24]([CH2:23][C:18]3[N:19]([CH3:22])[C:20]4[C:16]([N:17]=3)=[C:15]([N:34]3[CH2:39][CH2:38][O:37][CH2:36][CH2:35]3)[N:14]=[C:13]([N:7]3[C:6]5[CH:8]=[CH:9][CH:10]=[CH:11][C:5]=5[N:4]=[C:3]3[CH2:1][CH3:2])[N:21]=4)[CH2:29][CH2:28]2)[CH2:33][CH2:32][CH2:31]1. (7) Given the reactants [CH3:1][N:2]([CH3:16])[C:3]1([C:10]2[CH:15]=[CH:14][CH:13]=[CH:12][CH:11]=2)[CH2:8][CH2:7][C:6](=[O:9])[CH2:5][CH2:4]1.Br[CH2:18][N:19]1[C:23](=[O:24])[C:22]2=[CH:25][CH:26]=[CH:27][CH:28]=[C:21]2[C:20]1=[O:29], predict the reaction product. The product is: [CH3:1][N:2]([CH3:16])[C:3]1([C:10]2[CH:11]=[CH:12][CH:13]=[CH:14][CH:15]=2)[CH2:8][CH:7]([CH2:18][N:19]2[C:23](=[O:24])[C:22]3[C:21](=[CH:28][CH:27]=[CH:26][CH:25]=3)[C:20]2=[O:29])[C:6](=[O:9])[CH2:5][CH2:4]1. (8) The product is: [Cl:32][C:33]1[CH:34]=[CH:35][C:36]([C:39]([NH:41][C:2]2[CH:3]=[CH:4][C:5]([F:31])=[C:6]([C@:8]3([CH3:30])[CH2:13][C@@H:12]([C:14]([F:17])([F:16])[F:15])[O:11][C:10]([NH:18][C:19](=[O:29])[C:20]4[CH:25]=[CH:24][C:23]([N+:26]([O-:28])=[O:27])=[CH:22][CH:21]=4)=[N:9]3)[N:7]=2)=[O:40])=[N:37][CH:38]=1. Given the reactants Br[C:2]1[N:7]=[C:6]([C@:8]2([CH3:30])[CH2:13][C@@H:12]([C:14]([F:17])([F:16])[F:15])[O:11][C:10]([NH:18][C:19](=[O:29])[C:20]3[CH:25]=[CH:24][C:23]([N+:26]([O-:28])=[O:27])=[CH:22][CH:21]=3)=[N:9]2)[C:5]([F:31])=[CH:4][CH:3]=1.[Cl:32][C:33]1[CH:34]=[CH:35][C:36]([C:39]([NH2:41])=[O:40])=[N:37][CH:38]=1.C(=O)([O-])[O-].[Cs+].[Cs+].CC1(C)C2C=CC=C(P(C3C=CC=CC=3)C3C=CC=CC=3)C=2OC2C1=CC=CC=2P(C1C=CC=CC=1)C1C=CC=CC=1, predict the reaction product. (9) Given the reactants Cl[C:2]1[C:11]2[C:6](=[C:7]([N+:12]([O-:14])=[O:13])[CH:8]=[CH:9][CH:10]=2)[N:5]=[C:4]([CH3:15])[N:3]=1.[C:16]([NH2:20])([CH3:19])([CH3:18])[CH3:17], predict the reaction product. The product is: [C:16]([NH:20][C:2]1[C:11]2[C:6](=[C:7]([N+:12]([O-:14])=[O:13])[CH:8]=[CH:9][CH:10]=2)[N:5]=[C:4]([CH3:15])[N:3]=1)([CH3:19])([CH3:18])[CH3:17]. (10) Given the reactants [C:9](O[C:9]([O:11][C:12]([CH3:15])([CH3:14])[CH3:13])=[O:10])([O:11][C:12]([CH3:15])([CH3:14])[CH3:13])=[O:10].[CH2:16]1[C@H:25]2[C@H:20]([CH2:21][CH2:22][C:23]3[CH:29]=[CH:28][CH:27]=[C:26]([OH:30])[C:24]=32)[NH:19][CH2:18][CH2:17]1.C(N(CC)CC)C, predict the reaction product. The product is: [C:12]([O:11][C:9]([N:19]1[C@@H:20]2[C@@H:25]([C:24]3[C:26]([OH:30])=[CH:27][CH:28]=[CH:29][C:23]=3[CH2:22][CH2:21]2)[CH2:16][CH2:17][CH2:18]1)=[O:10])([CH3:13])([CH3:14])[CH3:15].